Predict the reactants needed to synthesize the given product. From a dataset of Full USPTO retrosynthesis dataset with 1.9M reactions from patents (1976-2016). (1) Given the product [CH2:24]([C:26]1[CH:27]=[CH:28][C:29]([F:34])=[C:30]([CH:33]=1)[CH:31]=[CH:36][C:9]1[CH:10]=[CH:11][C:12]([C:13]#[N:14])=[CH:15][CH:16]=1)[CH3:25], predict the reactants needed to synthesize it. The reactants are: C(OC1C=C(C=CC=1OC(C)C)/C=N/[C:9]1[CH:16]=[CH:15][C:12]([C:13]#[N:14])=[CH:11][CH:10]=1)C.[CH2:24]([C:26]1[CH:27]=[CH:28][C:29]([F:34])=[C:30]([CH:33]=1)[CH:31]=O)[CH3:25].N[C:36]1C=CC(C#N)=CC=1. (2) Given the product [CH2:23]([O:25][C:26]([C:27]1[N:28]=[CH:29][C:30]([NH:34][C:2]2[N:7]=[C:6]([N:8]3[CH2:14][C@H:13]4[N:15]([C:16]([O:18][C:19]([CH3:22])([CH3:21])[CH3:20])=[O:17])[C@H:10]([CH2:11][CH2:12]4)[CH2:9]3)[CH:5]=[CH:4][N:3]=2)=[CH:31][C:32]=1[CH3:33])=[O:35])[CH3:24], predict the reactants needed to synthesize it. The reactants are: Cl[C:2]1[N:7]=[C:6]([N:8]2[CH2:14][C@H:13]3[N:15]([C:16]([O:18][C:19]([CH3:22])([CH3:21])[CH3:20])=[O:17])[C@H:10]([CH2:11][CH2:12]3)[CH2:9]2)[CH:5]=[CH:4][N:3]=1.[CH2:23]([O:25][C:26](=[O:35])[C:27]1[C:32]([CH3:33])=[CH:31][C:30]([NH2:34])=[CH:29][N:28]=1)[CH3:24]. (3) Given the product [F:48][C:45]1[CH:46]=[CH:47][C:42]([C@@H:9]([OH:8])[CH2:10][CH2:11][C@H:12]2[C:15](=[O:16])[N:14]([C:17]3[CH:18]=[CH:19][CH:20]=[CH:21][CH:22]=3)[C@@H:13]2[C:23]2[CH:28]=[CH:27][C:26]([C:29]3[CH:34]=[CH:33][CH:32]=[C:31]([P:35](=[O:36])([OH:38])[OH:40])[CH:30]=3)=[CH:25][C:24]=2[OH:41])=[CH:43][CH:44]=1, predict the reactants needed to synthesize it. The reactants are: [Si]([O:8][C@H:9]([C:42]1[CH:47]=[CH:46][C:45]([F:48])=[CH:44][CH:43]=1)[CH2:10][CH2:11][C@H:12]1[C:15](=[O:16])[N:14]([C:17]2[CH:22]=[CH:21][CH:20]=[CH:19][CH:18]=2)[C@@H:13]1[C:23]1[CH:28]=[CH:27][C:26]([C:29]2[CH:34]=[CH:33][CH:32]=[C:31]([P:35](=[O:40])([O:38]C)[O:36]C)[CH:30]=2)=[CH:25][C:24]=1[OH:41])(C(C)(C)C)(C)C.Br[Si](C)(C)C.CO. (4) Given the product [CH3:29][O:30][CH2:31][CH2:32][CH2:33][C:34]#[C:35][C:7]1[CH2:16][CH2:15][C:14]2[CH:13]=[C:12]([C@@H:17]3[CH2:26][CH2:25][C@@:19]4([NH:23][C:22](=[O:24])[O:21][CH2:20]4)[CH2:18]3)[CH:11]=[CH:10][C:9]=2[CH:8]=1, predict the reactants needed to synthesize it. The reactants are: FC(F)(F)S(O[C:7]1[CH2:16][CH2:15][C:14]2[C:9](=[CH:10][CH:11]=[C:12]([C@@H:17]3[CH2:26][CH2:25][C@@:19]4([NH:23][C:22](=[O:24])[O:21][CH2:20]4)[CH2:18]3)[CH:13]=2)[CH:8]=1)(=O)=O.[CH3:29][O:30][CH2:31][CH2:32][CH2:33][C:34]#[CH:35]. (5) Given the product [CH2:19]([O:18][C:15]1[CH:16]=[C:6]2[C:5](=[CH:4][CH:3]=1)[C:9](=[O:12])[CH2:2][CH2:7]2)[C:20]1[CH:6]=[CH:7][CH:2]=[CH:3][CH:4]=1, predict the reactants needed to synthesize it. The reactants are: C(Br)[C:2]1[CH:7]=[CH:6][CH:5]=[CH:4][CH:3]=1.[C:9](=[O:12])([O-])[O-].[K+].[K+].[C:15]([O:18][CH2:19][CH3:20])(=O)[CH3:16].O.